Dataset: Forward reaction prediction with 1.9M reactions from USPTO patents (1976-2016). Task: Predict the product of the given reaction. (1) Given the reactants [F:1][C:2]1[CH:7]=[CH:6][C:5]([OH:8])=[CH:4][CH:3]=1.Br[C:10]1[CH:11]=[C:12]([CH:16]2[O:20][CH2:19][CH2:18][O:17]2)[CH:13]=[CH:14][CH:15]=1.C(=O)([O-])[O-].[K+].[K+].N1C=CC=CC=1, predict the reaction product. The product is: [F:1][C:2]1[CH:7]=[CH:6][C:5]([O:8][C:14]2[CH:13]=[C:12]([CH:16]3[O:17][CH2:18][CH2:19][O:20]3)[CH:11]=[CH:10][CH:15]=2)=[CH:4][CH:3]=1. (2) Given the reactants [C:1]([NH:4][C:5]1[CH:10]=[CH:9][C:8]([NH:11][C:12](=[S:30])[NH:13][C:14]2[CH:27]=[C:26]([Cl:28])[C:17]([O:18][CH2:19][CH2:20]OS(C)(=O)=O)=[C:16]([Cl:29])[CH:15]=2)=[CH:7][CH:6]=1)(=[O:3])[CH3:2].[CH3:31][NH:32][CH3:33], predict the reaction product. The product is: [Cl:28][C:26]1[CH:27]=[C:14]([NH:13][C:12](=[S:30])[NH:11][C:8]2[CH:9]=[CH:10][C:5]([NH:4][C:1](=[O:3])[CH3:2])=[CH:6][CH:7]=2)[CH:15]=[C:16]([Cl:29])[C:17]=1[O:18][CH2:19][CH2:20][N:32]([CH3:33])[CH3:31].